Dataset: Full USPTO retrosynthesis dataset with 1.9M reactions from patents (1976-2016). Task: Predict the reactants needed to synthesize the given product. (1) Given the product [CH3:1][C:2]1[C:6]2=[CH:7][C:8]3[CH:14]([CH3:15])[CH2:13][NH:12][CH2:11][CH2:10][C:9]=3[N:22]=[C:5]2[O:4][CH:3]=1, predict the reactants needed to synthesize it. The reactants are: [CH3:1][C:2]1[C:6]2=[CH:7][C:8]3[CH:14]([CH3:15])[CH2:13][N:12](C(=O)C(F)(F)F)[CH2:11][CH2:10][C:9]=3[N:22]=[C:5]2[O:4][CH:3]=1.C([O-])([O-])=O.[K+].[K+]. (2) Given the product [CH:22]([C:20]1[N:21]=[C:17]([C:15]2[CH:2]=[C:1]([OH:3])[C:4]3[C:5](=[CH:6][C:7]([O:12][CH3:13])=[CH:8][C:9]=3[O:10][CH3:11])[N:14]=2)[S:18][CH:19]=1)([CH3:24])[CH3:23], predict the reactants needed to synthesize it. The reactants are: [C:1]([C:4]1[C:9]([O:10][CH3:11])=[CH:8][C:7]([O:12][CH3:13])=[CH:6][C:5]=1[NH:14][C:15]([C:17]1[S:18][CH:19]=[C:20]([CH:22]([CH3:24])[CH3:23])[N:21]=1)=O)(=[O:3])[CH3:2].C(C1N=C(C2C=C(O)C3C(=C(C)C(OC)=CC=3)N=2)SC=1)(C)C. (3) Given the product [CH2:39]([N:46]([CH2:47][CH2:48][OH:49])[C:16]1[C:17]2[CH2:23][N:22]([C:24]([O:26][C:27]([CH3:29])([CH3:28])[CH3:30])=[O:25])[CH2:21][CH2:20][C:18]=2[N:19]=[C:14]([NH:13][C:10]2[CH:9]=[CH:8][C:7]([N:3]3[CH:4]=[CH:5][N:6]=[C:2]3[CH3:1])=[CH:12][CH:11]=2)[N:15]=1)[C:40]1[CH:45]=[CH:44][CH:43]=[CH:42][CH:41]=1, predict the reactants needed to synthesize it. The reactants are: [CH3:1][C:2]1[N:3]([C:7]2[CH:12]=[CH:11][C:10]([NH:13][C:14]3[N:15]=[C:16](OS(C(F)(F)F)(=O)=O)[C:17]4[CH2:23][N:22]([C:24]([O:26][C:27]([CH3:30])([CH3:29])[CH3:28])=[O:25])[CH2:21][CH2:20][C:18]=4[N:19]=3)=[CH:9][CH:8]=2)[CH:4]=[CH:5][N:6]=1.[CH2:39]([NH:46][CH2:47][CH2:48][OH:49])[C:40]1[CH:45]=[CH:44][CH:43]=[CH:42][CH:41]=1.